This data is from Forward reaction prediction with 1.9M reactions from USPTO patents (1976-2016). The task is: Predict the product of the given reaction. (1) Given the reactants I[C:2]1[CH:30]=[CH:29][C:5]([O:6][CH2:7][CH2:8][C:9]2[CH:28]=[CH:27][C:12]([CH2:13][N:14]3[CH2:19][CH2:18][N:17]([C:20]([O:22][C:23]([CH3:26])([CH3:25])[CH3:24])=[O:21])[CH2:16][CH2:15]3)=[CH:11][CH:10]=2)=[CH:4][CH:3]=1.[CH:31]1([B-](F)(F)F)[CH2:33][CH2:32]1.[K+].C12(P(C34CC5CC(CC(C5)C3)C4)CCCC)CC3CC(CC(C3)C1)C2.C([O-])([O-])=O.[Cs+].[Cs+], predict the reaction product. The product is: [CH:31]1([C:2]2[CH:30]=[CH:29][C:5]([O:6][CH2:7][CH2:8][C:9]3[CH:10]=[CH:11][C:12]([CH2:13][N:14]4[CH2:19][CH2:18][N:17]([C:20]([O:22][C:23]([CH3:25])([CH3:24])[CH3:26])=[O:21])[CH2:16][CH2:15]4)=[CH:27][CH:28]=3)=[CH:4][CH:3]=2)[CH2:33][CH2:32]1. (2) Given the reactants [F:1][C:2]1[NH:7]/[C:6](=[N:8]\[NH:9][C:10]([CH:12]([CH2:22][CH:23]([CH3:25])[CH3:24])[CH2:13][NH:14][C:15](=[O:21])[O:16][C:17]([CH3:20])([CH3:19])[CH3:18])=O)/[CH:5]=[C:4]([C:26]2[CH:31]=[CH:30][N:29]=[C:28]([NH:32][C:33]3[N:34]([CH3:38])[N:35]=[CH:36][CH:37]=3)[N:27]=2)[CH:3]=1.CCN(C(C)C)C(C)C.C1C=CC(P(C2C=CC=CC=2)C2C=CC=CC=2)=CC=1.BrBr, predict the reaction product. The product is: [F:1][C:2]1[N:7]2[C:10]([CH:12]([CH2:22][CH:23]([CH3:25])[CH3:24])[CH2:13][NH:14][C:15](=[O:21])[O:16][C:17]([CH3:20])([CH3:19])[CH3:18])=[N:9][N:8]=[C:6]2[CH:5]=[C:4]([C:26]2[CH:31]=[CH:30][N:29]=[C:28]([NH:32][C:33]3[N:34]([CH3:38])[N:35]=[CH:36][CH:37]=3)[N:27]=2)[CH:3]=1.